From a dataset of Full USPTO retrosynthesis dataset with 1.9M reactions from patents (1976-2016). Predict the reactants needed to synthesize the given product. (1) The reactants are: [NH2:1][C:2]1[CH:3]=[N:4][CH:5]=[CH:6][C:7]=1[C:8]1[N:13]=[C:12]([C:14]([F:17])([F:16])[F:15])[N:11]=[C:10]([NH:18][C:19](=[O:25])[O:20][C:21]([CH3:24])([CH3:23])[CH3:22])[CH:9]=1.[NH2:26][C:27]1[C:28]([C:34](O)=[O:35])=[N:29][C:30]([Br:33])=[CH:31][CH:32]=1.C1C=NC2N(O)N=NC=2C=1.C(Cl)CCl. Given the product [NH2:26][C:27]1[C:28]([C:34]([NH:1][C:2]2[CH:3]=[N:4][CH:5]=[CH:6][C:7]=2[C:8]2[N:13]=[C:12]([C:14]([F:15])([F:16])[F:17])[N:11]=[C:10]([NH:18][C:19](=[O:25])[O:20][C:21]([CH3:22])([CH3:24])[CH3:23])[CH:9]=2)=[O:35])=[N:29][C:30]([Br:33])=[CH:31][CH:32]=1, predict the reactants needed to synthesize it. (2) Given the product [Cl:30][C:27]1[CH:28]=[CH:29][C:24]([C:23]([NH:22][C:19]2[CH:20]=[CH:21][C:16]([CH2:15][NH:14][C:10]3[C:9]4[C:4](=[CH:5][C:6]([I:13])=[CH:7][CH:8]=4)[N:3]=[C:2]([Cl:1])[N:11]=3)=[CH:17][CH:18]=2)=[O:31])=[CH:25][N:26]=1, predict the reactants needed to synthesize it. The reactants are: [Cl:1][C:2]1[N:11]=[C:10](Cl)[C:9]2[C:4](=[CH:5][C:6]([I:13])=[CH:7][CH:8]=2)[N:3]=1.[NH2:14][CH2:15][C:16]1[CH:21]=[CH:20][C:19]([NH:22][C:23](=[O:31])[C:24]2[CH:29]=[CH:28][C:27]([Cl:30])=[N:26][CH:25]=2)=[CH:18][CH:17]=1. (3) Given the product [NH2:57][CH2:61][C:30]1[CH:31]=[CH:32][C:33]([C:48]([NH:53][NH:52][C:18](=[O:20])[C@H:9]([NH:8][C:6]([O:5][C:2]([CH3:1])([CH3:3])[CH3:4])=[O:7])[CH2:10][CH2:11][C:12]2[CH:13]=[CH:14][CH:15]=[CH:16][CH:17]=2)=[O:68])=[CH:34][CH:35]=1, predict the reactants needed to synthesize it. The reactants are: [CH3:1][C:2]([O:5][C:6]([NH:8][C@@H:9]([C:18]([OH:20])=O)[CH2:10][CH2:11][C:12]1[CH:17]=[CH:16][CH:15]=[CH:14][CH:13]=1)=[O:7])([CH3:4])[CH3:3].CN(C(ON1N=N[C:31]2[CH:32]=[CH:33][CH:34]=[CH:35][C:30]1=2)=[N+](C)C)C.F[P-](F)(F)(F)(F)F.C1C=C[C:48]2[N:53](O)[N:52]=NC=2C=1.CC[N:57]([CH:61](C)C)C(C)C.CN(C=[O:68])C.